This data is from Full USPTO retrosynthesis dataset with 1.9M reactions from patents (1976-2016). The task is: Predict the reactants needed to synthesize the given product. (1) Given the product [CH2:1]([C:5]1([CH2:35][CH2:36][CH2:37][CH3:38])[C:14]2[C:9](=[CH:10][C:11]([F:15])=[CH:12][CH:13]=2)[C:8]([OH:16])=[C:7]([C:17]2[NH:22][C:21]3[CH:23]=[CH:24][C:25]([CH2:27][CH2:28][C:29]([NH2:31])=[O:30])=[CH:26][C:20]=3[S:19](=[O:32])(=[O:33])[N:18]=2)[C:6]1=[O:34])[CH2:2][CH2:3][CH3:4], predict the reactants needed to synthesize it. The reactants are: [CH2:1]([C:5]1([CH2:35][CH2:36][CH2:37][CH3:38])[C:14]2[C:9](=[CH:10][C:11]([F:15])=[CH:12][CH:13]=2)[C:8]([OH:16])=[C:7]([C:17]2[NH:22][C:21]3[CH:23]=[CH:24][C:25](/[CH:27]=[CH:28]/[C:29]([NH2:31])=[O:30])=[CH:26][C:20]=3[S:19](=[O:33])(=[O:32])[N:18]=2)[C:6]1=[O:34])[CH2:2][CH2:3][CH3:4]. (2) Given the product [CH3:23][O:24][C:25](=[O:58])[CH2:26][N:27]1[CH2:32][CH2:31][N:30]([CH:33]([C:51]2[CH:56]=[CH:55][C:54]([C:59]#[N:60])=[CH:53][CH:52]=2)[CH2:34][O:35][CH2:36][C:37]2[CH:42]=[C:41]([C:43]([F:46])([F:45])[F:44])[CH:40]=[C:39]([C:47]([F:50])([F:49])[F:48])[CH:38]=2)[CH2:29][CH2:28]1, predict the reactants needed to synthesize it. The reactants are: CC1C=CC=CC=1P(C1C=CC=CC=1C)C1C=CC=CC=1C.[CH3:23][O:24][C:25](=[O:58])[CH2:26][N:27]1[CH2:32][CH2:31][N:30]([CH:33]([C:51]2[CH:56]=[CH:55][C:54](Br)=[CH:53][CH:52]=2)[CH2:34][O:35][CH2:36][C:37]2[CH:42]=[C:41]([C:43]([F:46])([F:45])[F:44])[CH:40]=[C:39]([C:47]([F:50])([F:49])[F:48])[CH:38]=2)[CH2:29][CH2:28]1.[CH3:59][N:60]1C(=O)CCC1. (3) Given the product [Cl:7][C:8]1[CH:9]=[C:10]2[C:14](=[CH:15][CH:16]=1)[N:13]([S:35]([C:28]1[CH:29]=[CH:30][C:31]([O:33][CH3:34])=[CH:32][C:27]=1[O:26][CH3:25])(=[O:37])=[O:36])[C:12](=[O:17])[C:11]2([OH:24])[C:18]1[S:19][CH:20]=[CH:21][C:22]=1[CH3:23], predict the reactants needed to synthesize it. The reactants are: CC(C)([O-])C.[K+].[Cl:7][C:8]1[CH:9]=[C:10]2[C:14](=[CH:15][CH:16]=1)[NH:13][C:12](=[O:17])[C:11]2([OH:24])[C:18]1[S:19][CH:20]=[CH:21][C:22]=1[CH3:23].[CH3:25][O:26][C:27]1[CH:32]=[C:31]([O:33][CH3:34])[CH:30]=[CH:29][C:28]=1[S:35](Cl)(=[O:37])=[O:36].S(Cl)(Cl)(=O)=O.C(=O)([O-])[O-].[K+].[K+]. (4) Given the product [CH2:1]([CH:8]([CH:20]1[CH2:25][CH2:24][CH2:23][CH2:22][NH:21]1)[CH2:9][N:10]([CH:11]1[CH2:19][C:18]2[C:13](=[CH:14][CH:15]=[CH:16][CH:17]=2)[CH2:12]1)[C:27]1[S:28][CH:29]=[CH:30][N:31]=1)[C:2]1[CH:3]=[CH:4][CH:5]=[CH:6][CH:7]=1, predict the reactants needed to synthesize it. The reactants are: [CH2:1]([CH:8]([CH:20]1[CH2:25][CH2:24][CH2:23][CH2:22][NH:21]1)[CH2:9][NH:10][CH:11]1[CH2:19][C:18]2[C:13](=[CH:14][CH:15]=[CH:16][CH:17]=2)[CH2:12]1)[C:2]1[CH:7]=[CH:6][CH:5]=[CH:4][CH:3]=1.Br[C:27]1[S:28][CH:29]=[CH:30][N:31]=1.CC([O-])(C)C.[Na+].